The task is: Predict the reactants needed to synthesize the given product.. This data is from Full USPTO retrosynthesis dataset with 1.9M reactions from patents (1976-2016). (1) The reactants are: [CH2:1]([O:3][C:4]1[CH:5]=[C:6]([C:12]2[CH2:17][CH2:16][CH2:15][NH:14][N:13]=2)[CH:7]=[CH:8][C:9]=1[O:10][CH3:11])[CH3:2].[CH3:18][C:19]1[N:20]=[C:21]([C:27]2[CH:32]=[N:31][CH:30]=[CH:29][N:28]=2)[S:22][C:23]=1[C:24](Cl)=[O:25]. Given the product [CH2:1]([O:3][C:4]1[CH:5]=[C:6]([C:12]2[CH2:17][CH2:16][CH2:15][N:14]([C:24]([C:23]3[S:22][C:21]([C:27]4[CH:32]=[N:31][CH:30]=[CH:29][N:28]=4)=[N:20][C:19]=3[CH3:18])=[O:25])[N:13]=2)[CH:7]=[CH:8][C:9]=1[O:10][CH3:11])[CH3:2], predict the reactants needed to synthesize it. (2) Given the product [BrH:9].[F:8][C:5]1[CH:6]=[CH:7][C:2](=[NH:1])[N:3]([CH2:10][C:11]([O:13][CH2:14][CH3:15])=[O:12])[CH:4]=1, predict the reactants needed to synthesize it. The reactants are: [NH2:1][C:2]1[CH:7]=[CH:6][C:5]([F:8])=[CH:4][N:3]=1.[Br:9][CH2:10][C:11]([O:13][CH2:14][CH3:15])=[O:12]. (3) Given the product [Cl:1][C:2]1[CH:11]=[C:10]2[C:5]([C:6]([N:12]([CH2:33][CH2:32][CH2:36][N:9]([CH2:10][CH3:5])[CH2:8][CH3:7])[CH2:13][CH2:14][CH2:15][CH2:16][CH2:17][CH2:18][NH2:19])=[CH:7][CH:8]=[N:9]2)=[CH:4][CH:3]=1, predict the reactants needed to synthesize it. The reactants are: [Cl:1][C:2]1[CH:11]=[C:10]2[C:5]([C:6]([NH:12][CH2:13][CH2:14][CH2:15][CH2:16][CH2:17][CH2:18][NH:19]C(=O)CCN(CC)CC)=[CH:7][CH:8]=[N:9]2)=[CH:4][CH:3]=1.Cl.[OH-].[Na+].[CH2:32]1[CH2:36]OC[CH2:33]1. (4) Given the product [CH3:1][O:2][C:3]([C:5]1[C:6]([CH3:22])=[C:7]([CH:10]2[CH2:14][CH2:13][N:12]([C:15]([O:17][C:18]([CH3:20])([CH3:19])[CH3:21])=[O:16])[CH2:11]2)[S:8][CH:9]=1)=[O:4], predict the reactants needed to synthesize it. The reactants are: [CH3:1][O:2][C:3]([C:5]1[C:6]([CH3:22])=[C:7]([C:10]2[CH2:11][N:12]([C:15]([O:17][C:18]([CH3:21])([CH3:20])[CH3:19])=[O:16])[CH2:13][CH:14]=2)[S:8][CH:9]=1)=[O:4]. (5) The reactants are: [Br:1][C:2]1[CH:3]=[C:4]([C:9]([F:12])([F:11])[F:10])[C:5]([NH2:8])=[N:6][CH:7]=1.Br[CH2:14][C:15](=O)[C:16]([O:18][CH2:19][CH3:20])=[O:17]. Given the product [CH2:19]([O:18][C:16]([C:15]1[N:8]=[C:5]2[C:4]([C:9]([F:12])([F:10])[F:11])=[CH:3][C:2]([Br:1])=[CH:7][N:6]2[CH:14]=1)=[O:17])[CH3:20], predict the reactants needed to synthesize it.